This data is from Forward reaction prediction with 1.9M reactions from USPTO patents (1976-2016). The task is: Predict the product of the given reaction. (1) Given the reactants [C:1]1([C:7]#[C:8][CH2:9][CH2:10]C(O)=O)[CH:6]=[CH:5][CH:4]=[CH:3][CH:2]=1.C1(P(N=[N+]=[N-])(C2C=CC=CC=2)=[O:21])C=CC=CC=1.C([N:33]([CH2:36]C)CC)C.[C:38]([OH:42])([CH3:41])([CH3:40])[CH3:39], predict the reaction product. The product is: [C:38]([O:42][C:36](=[O:21])[NH:33][CH2:10][CH2:9][C:8]#[C:7][C:1]1[CH:2]=[CH:3][CH:4]=[CH:5][CH:6]=1)([CH3:41])([CH3:40])[CH3:39]. (2) The product is: [C:1]([O:5][C:6](=[O:17])[NH:7][CH2:8][C@@H:9]([CH:10]1[C:21](=[O:23])[C:20]2[C:19](=[CH:27][CH:26]=[CH:25][CH:24]=2)[C:18]1=[O:28])[C:11]1[CH:12]=[CH:13][CH:14]=[CH:15][CH:16]=1)([CH3:2])([CH3:3])[CH3:4]. Given the reactants [C:1]([O:5][C:6](=[O:17])[NH:7][CH2:8][C@@H:9]([C:11]1[CH:16]=[CH:15][CH:14]=[CH:13][CH:12]=1)[CH3:10])([CH3:4])([CH3:3])[CH3:2].[C:18]1(=[O:28])N[C:21](=[O:23])[C:20]2=[CH:24][CH:25]=[CH:26][CH:27]=[C:19]12.C1(P(C2C=CC=CC=2)C2C=CC=CC=2)C=CC=CC=1.CC(OC(/N=N/C(OC(C)C)=O)=O)C, predict the reaction product. (3) Given the reactants [CH2:1]([C:3]1[CH:4]=[N:5][N:6]([CH3:18])[C:7]=1[C:8]1[CH:9]=[C:10]([C:14]([O:16]C)=[O:15])[S:11][C:12]=1[CH3:13])[CH3:2].[OH-].[Na+], predict the reaction product. The product is: [CH2:1]([C:3]1[CH:4]=[N:5][N:6]([CH3:18])[C:7]=1[C:8]1[CH:9]=[C:10]([C:14]([OH:16])=[O:15])[S:11][C:12]=1[CH3:13])[CH3:2]. (4) The product is: [NH2:17][C:16]1[N:44]([C:40]([CH3:43])([CH3:42])[CH3:41])[N:45]=[C:18]([CH3:19])[C:15]=1[C:5]1[C:4]([F:3])=[C:9]([OH:10])[CH:8]=[C:7]([F:14])[CH:6]=1. Given the reactants [H-].[Na+].[F:3][C:4]1[C:9]([O:10]COC)=[CH:8][C:7]([F:14])=[CH:6][C:5]=1[CH2:15][C:16]#[N:17].[C:18](N1C=CN=C1)(=O)[CH3:19].Cl.O.C1(C)C=CC(S(O)(=O)=O)=CC=1.Cl.[C:40]([NH:44][NH2:45])([CH3:43])([CH3:42])[CH3:41], predict the reaction product. (5) Given the reactants [CH2:1]([O:5][C:6]1[N:14]=[C:13]2[C:9]([N:10]=[C:11]([O:25]C)[N:12]2[CH2:15][CH2:16][CH2:17][CH2:18][CH:19]2[CH2:24][CH2:23][NH:22][CH2:21][CH2:20]2)=[C:8]([NH2:27])[N:7]=1)[CH2:2][CH2:3][CH3:4].I[CH:29]1[CH2:33][CH2:32][CH2:31][CH2:30]1, predict the reaction product. The product is: [NH2:27][C:8]1[N:7]=[C:6]([O:5][CH2:1][CH2:2][CH2:3][CH3:4])[N:14]=[C:13]2[C:9]=1[NH:10][C:11](=[O:25])[N:12]2[CH2:15][CH2:16][CH2:17][CH2:18][CH:19]1[CH2:20][CH2:21][N:22]([CH:29]2[CH2:33][CH2:32][CH2:31][CH2:30]2)[CH2:23][CH2:24]1. (6) Given the reactants CC1(C)C(C)(C)OB([C:9]2[CH2:10][CH2:11][N:12]([C:15](=[O:20])[C:16]([F:19])([F:18])[F:17])[CH2:13][CH:14]=2)O1.[C:22]([O:26][C:27](=[O:38])[NH:28][C@H:29]([C:31]1[CH:36]=[CH:35][C:34](Br)=[CH:33][CH:32]=1)[CH3:30])([CH3:25])([CH3:24])[CH3:23].C(=O)([O-])[O-].[K+].[K+], predict the reaction product. The product is: [C:22]([O:26][C:27](=[O:38])[NH:28][C@H:29]([C:31]1[CH:32]=[CH:33][C:34]([C:9]2[CH2:10][CH2:11][N:12]([C:15](=[O:20])[C:16]([F:17])([F:18])[F:19])[CH2:13][CH:14]=2)=[CH:35][CH:36]=1)[CH3:30])([CH3:23])([CH3:24])[CH3:25]. (7) Given the reactants C(OC([NH:8][CH2:9][C@@H:10]([N:15]1[CH2:20][CH2:19][CH2:18][CH2:17][CH2:16]1)[C:11]([O:13][CH3:14])=[O:12])=O)(C)(C)C.[ClH:21], predict the reaction product. The product is: [ClH:21].[ClH:21].[NH2:8][CH2:9][C@H:10]([N:15]1[CH2:20][CH2:19][CH2:18][CH2:17][CH2:16]1)[C:11]([O:13][CH3:14])=[O:12].